Dataset: Experimentally validated miRNA-target interactions with 360,000+ pairs, plus equal number of negative samples. Task: Binary Classification. Given a miRNA mature sequence and a target amino acid sequence, predict their likelihood of interaction. (1) The miRNA is mmu-miR-29a-5p with sequence ACUGAUUUCUUUUGGUGUUCAG. The protein sequence of the target gene is MVFSNNDEGLINKKLPKELLLRIFSFLDIVTLCRCAQISKAWNILALDGSNWQRIDLFNFQTDVEGRVVENISKRCGGFLRKLSLRGCIGVGDSSLKTFAQNCRNIEHLNLNGCTKITDSTCYSLSRFCSKLKHLDLTSCVSITNSSLKGISEGCRNLEYLNLSWCDQITKDGIEALVRGCRGLKALLLRGCTQLEDEALKHIQNYCHELVSLNLQSCSRITDEGVVQICRGCHRLQALCLSGCSNLTDASLTALGLNCPRLQILEAARCSHLTDAGFTLLARNCHELEKMDLEECILIT.... Result: 0 (no interaction). (2) The miRNA is mmu-let-7d-5p with sequence AGAGGUAGUAGGUUGCAUAGUU. The protein sequence of the target gene is MPALATGSACDMGLYELLAALPAQLQPHVDSQEDLTFLWDVFGEKSLHSLVKIHEKLHCYEKQNPLPILHGAAALADDLTEELQNKLPNSEIRELLKLLSKPNVKALLSVHDTVAQKSYDPVLPPVPDDIDDEEDSVKIIRLVKNSEPLGATIKKDEQTGAITVARIMRGGAADRSGLIHVGDELREVNGIPVEDKRPEEIIKILSQSKGAITFKIIPSTKEETPSKEGKIFIKALFDYDPKEDKAIPCKEAGLSFRKGDILQIMSQDDVTWWQAKHEGDANPRAGLIPSKHFQERRLAL.... Result: 0 (no interaction). (3) The miRNA is hsa-miR-6513-5p with sequence UUUGGGAUUGACGCCACAUGUCU. The protein sequence of the target gene is MNVMGFNTDRLAWTRNKLRGFYFAKLYYEAKEYDLAKKYVCTYLSVQERDPRAHRFLGLLYELEENTEKAVECYRRSLELNPPQKDLVLKIAELLCKNDVTDGRAKYWVERAAKLFPGSPAIYKLKEHLLDCEGEDGWNKLFDWIQSELYVRPDDVHMNIRLVELYRSNKRLKDAVARCHEAERNIALRSSLEWNSCVVQTLKEYLESLQCLESDKSDWRATNTDLLLAYANLMLLTLSTRDVQESRELLESFDSALQSAKSSLGGNDELSATFLEMKGHFYMHAGSLLLKMGQHGNNVQ.... Result: 0 (no interaction). (4) The miRNA is hsa-miR-6829-3p with sequence UGCCUCCUCCGUGGCCUCAG. The protein sequence of the target gene is MAAHGGSAASSALKGLIQQFTTITGASESVGKHMLEACNNNLEMAVTMFLDGGGIAEEPSTSSASVSTVRPHTEEEVRAPIPQKQEILVEPEPLFGAPKRRRPARSIFDGFRDFQTETIRQEQELRNGGAIDKKLTTLADLFRPPIDLMHKGSFETAKECGQMQNKWLMINIQNVQDFACQCLNRDVWSNEAVKNIIREHFIFWQVYHDSEEGQRYIQFYKLGDFPYVSILDPRTGQKLVEWHQLDVSSFLDQVTGFLGEHGQLDGLSSSPPKKCARSESLIDASEDSQLEAAIRASLQE.... Result: 1 (interaction). (5) The miRNA is hsa-miR-548j-5p with sequence AAAAGUAAUUGCGGUCUUUGGU. The protein sequence of the target gene is MESADFYEAEPRPPMSSHLQSPPHAPSNAAFGFPRGAGPAPPPAPPAAPEPLGGICEHETSIDISAYIDPAAFNDEFLADLFQHSRQQEKAKAAAGPAGGGGDFDYPGAPAGPGGAVMSAGAHGPPPGYGCAAAGYLDGRLEPLYERVGAPALRPLVIKQEPREEDEAKQLALAGLFPYQPPPPPPPPHPHASPAHLAAPHLQFQIAHCGQTTMHLQPGHPTPPPTPVPSPHPAPAMGAAGLPGPGGSLKGLAGPHPDLRTGGGGGGGAGAGKAKKSVDKNSNEYRVRRERNNIAVRKSR.... Result: 0 (no interaction). (6) Result: 0 (no interaction). The miRNA is mmu-miR-344f-5p with sequence AGUCAGUCUCCUGGCUGGAGUC. The protein sequence of the target gene is MAVAAMAERGRLSHAAPAPSTEGLPRAFLQSLRTLFDILDDRQRGYVHLREIESRWQGADARELPCGVLEGLRQVAPANGYLTFERFVAGLRTSLLKADGGQRDQARVAARPGDQSSLQQRLMFAPADEPRTVLERKPLPLSACPASGGPSGTSRNPELLCVPVEAASCPTETERPLSKALEQIPSADLGAAACKTLGKGTGEARQAPRARGERRRHTITNGVDCSLLKQMKELDQEQEVLLQGLEMMARGRDWYQQQLQRVQERQRRLSQSRAAADFGAEGSPRPLGRLLPKVQEVARC....